This data is from Peptide-MHC class II binding affinity with 134,281 pairs from IEDB. The task is: Regression. Given a peptide amino acid sequence and an MHC pseudo amino acid sequence, predict their binding affinity value. This is MHC class II binding data. (1) The peptide sequence is LNHVRIPIGYWAVNP. The MHC is DRB1_1302 with pseudo-sequence DRB1_1302. The binding affinity (normalized) is 0.0375. (2) The peptide sequence is VFGGITYTDVLRYVILV. The MHC is DRB1_0405 with pseudo-sequence DRB1_0405. The binding affinity (normalized) is 0.167. (3) The peptide sequence is YLEDARRLKAIYEKKK. The MHC is DRB1_1302 with pseudo-sequence DRB1_1302. The binding affinity (normalized) is 0.432. (4) The peptide sequence is KQCFRKLPVNRPIDW. The MHC is DRB1_1302 with pseudo-sequence DRB1_1302. The binding affinity (normalized) is 0.380. (5) The peptide sequence is FNMLKRERNRVSTPQ. The MHC is DRB1_0802 with pseudo-sequence DRB1_0802. The binding affinity (normalized) is 0.499. (6) The peptide sequence is YVHCFRKPHDEKGFK. The MHC is DRB1_0101 with pseudo-sequence DRB1_0101. The binding affinity (normalized) is 0.226.